This data is from Forward reaction prediction with 1.9M reactions from USPTO patents (1976-2016). The task is: Predict the product of the given reaction. (1) Given the reactants C(O)(=O)C.[N:5]1[CH:10]=[CH:9][C:8]([C:11]([CH3:23])=[CH:12][C:13]([O:15]CC2C=CC=CC=2)=[O:14])=[CH:7][CH:6]=1, predict the reaction product. The product is: [N:5]1[CH:10]=[CH:9][C:8]([CH:11]([CH3:23])[CH2:12][C:13]([OH:15])=[O:14])=[CH:7][CH:6]=1. (2) Given the reactants [NH2:1][OH:2].CO.[CH:5]1([NH:8][CH2:9][C:10]2[CH:15]=[CH:14][C:13](/[CH:16]=[CH:17]/[C:18]#[C:19][C:20]3[CH:25]=[CH:24][C:23]([C:26](=[O:38])[N:27]([CH:29]([C:34]([NH:36][CH3:37])=[O:35])[C:30](OC)=[O:31])[CH3:28])=[CH:22][CH:21]=3)=[CH:12][CH:11]=2)[CH2:7][CH2:6]1.C(OCC)(=O)C, predict the reaction product. The product is: [CH:5]1([NH:8][CH2:9][C:10]2[CH:11]=[CH:12][C:13](/[CH:16]=[CH:17]/[C:18]#[C:19][C:20]3[CH:21]=[CH:22][C:23]([C:26]([N:27]([CH3:28])[CH:29]([C:34]([NH:36][CH3:37])=[O:35])[C:30]([NH:1][OH:2])=[O:31])=[O:38])=[CH:24][CH:25]=3)=[CH:14][CH:15]=2)[CH2:7][CH2:6]1. (3) Given the reactants [F:1][C:2]([F:14])([F:13])[O:3][C:4]1[CH:5]=[C:6]([CH:10]=[CH:11][CH:12]=1)[C:7]([OH:9])=O.CN(C)C=O.C(Cl)(=O)C(Cl)=O.[CH3:26][NH:27][O:28][CH3:29].C(N(CC)CC)C, predict the reaction product. The product is: [CH3:29][O:28][N:27]([CH3:26])[C:7](=[O:9])[C:6]1[CH:10]=[CH:11][CH:12]=[C:4]([O:3][C:2]([F:1])([F:14])[F:13])[CH:5]=1. (4) Given the reactants [CH3:1][O:2][CH2:3][C@H:4]([CH3:31])[O:5][C:6]1[CH:7]=[C:8]([C:23]2[NH:27][C:26]([C:28](O)=[O:29])=[CH:25][CH:24]=2)[CH:9]=[C:10]([O:12][C:13]2[CH:18]=[CH:17][C:16]([S:19]([CH3:22])(=[O:21])=[O:20])=[CH:15][CH:14]=2)[CH:11]=1.[C:32]([S:51][CH2:52][CH2:53][NH2:54])([C:45]1[CH:50]=[CH:49][CH:48]=[CH:47][CH:46]=1)([C:39]1[CH:44]=[CH:43][CH:42]=[CH:41][CH:40]=1)[C:33]1[CH:38]=[CH:37][CH:36]=[CH:35][CH:34]=1, predict the reaction product. The product is: [CH3:1][O:2][CH2:3][C@H:4]([CH3:31])[O:5][C:6]1[CH:7]=[C:8]([C:23]2[NH:27][C:26]([C:28]([NH:54][CH2:53][CH2:52][S:51][C:32]([C:39]3[CH:44]=[CH:43][CH:42]=[CH:41][CH:40]=3)([C:33]3[CH:34]=[CH:35][CH:36]=[CH:37][CH:38]=3)[C:45]3[CH:50]=[CH:49][CH:48]=[CH:47][CH:46]=3)=[O:29])=[CH:25][CH:24]=2)[CH:9]=[C:10]([O:12][C:13]2[CH:14]=[CH:15][C:16]([S:19]([CH3:22])(=[O:21])=[O:20])=[CH:17][CH:18]=2)[CH:11]=1. (5) Given the reactants Cl.[CH:2]1([CH2:7][C@H:8]([N:13]2[CH:18]=[C:17]([C:19]([F:22])([F:21])[F:20])[CH:16]=[CH:15][C:14]2=[O:23])[C:9]([O:11]C)=[O:10])[CH2:6][CH2:5][CH2:4][CH2:3]1, predict the reaction product. The product is: [CH:2]1([CH2:7][C@H:8]([N:13]2[CH:18]=[C:17]([C:19]([F:20])([F:21])[F:22])[CH:16]=[CH:15][C:14]2=[O:23])[C:9]([OH:11])=[O:10])[CH2:6][CH2:5][CH2:4][CH2:3]1. (6) Given the reactants [NH2:1][C:2](=O)[CH2:3][CH2:4][CH2:5][CH2:6][C:7]([O:9][CH3:10])=[O:8].P12(SP3(SP(SP(S3)(S1)=S)(=S)S2)=S)=[S:13], predict the reaction product. The product is: [NH2:1][C:2](=[S:13])[CH2:3][CH2:4][CH2:5][CH2:6][C:7]([O:9][CH3:10])=[O:8].